Dataset: Full USPTO retrosynthesis dataset with 1.9M reactions from patents (1976-2016). Task: Predict the reactants needed to synthesize the given product. Given the product [CH3:1][N:2]1[C:6]2[CH:7]=[CH:8][C:9]([NH2:11])=[CH:10][C:5]=2[N:4]=[C:3]1[C:14]([F:16])([F:15])[F:17], predict the reactants needed to synthesize it. The reactants are: [CH3:1][N:2]1[C:6]2[CH:7]=[CH:8][C:9]([N+:11]([O-])=O)=[CH:10][C:5]=2[N:4]=[C:3]1[C:14]([F:17])([F:16])[F:15].